Dataset: Full USPTO retrosynthesis dataset with 1.9M reactions from patents (1976-2016). Task: Predict the reactants needed to synthesize the given product. Given the product [C:40]([O:43][C:20]([NH:17][C@@H:7]1[CH2:8][CH2:9][CH2:10][CH2:11][C@H:6]1[C:4]([O:3][CH2:1][CH3:2])=[O:5])=[O:29])([CH3:42])([CH3:41])[CH3:39], predict the reactants needed to synthesize it. The reactants are: [CH2:1]([O:3][C:4]([C@@H:6]1[CH2:11][CH2:10][CH2:9][CH2:8][C@H:7]1C(O)=O)=[O:5])[CH3:2].CC[N:17]([CH2:20]C)CC.C1(P(N=[N+]=[N-])(C2C=CC=CC=2)=[O:29])C=CC=CC=1.[CH3:39][C:40]([OH:43])([CH3:42])[CH3:41].